Dataset: Catalyst prediction with 721,799 reactions and 888 catalyst types from USPTO. Task: Predict which catalyst facilitates the given reaction. (1) Reactant: [Cl:1][C:2]1[CH:22]=[CH:21][CH:20]=[CH:19][C:3]=1[CH:4]([O:12][CH:13]1[CH2:18][CH2:17][NH:16][CH2:15][CH2:14]1)[C:5]1[CH:10]=[CH:9][CH:8]=[CH:7][C:6]=1[Cl:11].[Cl:23][C:24]1[CH:25]=[C:26]([N:32]=[C:33]=[O:34])[CH:27]=[CH:28][C:29]=1[O:30][CH3:31].C(N(CC)CC)C. Product: [Cl:11][C:6]1[CH:7]=[CH:8][CH:9]=[CH:10][C:5]=1[CH:4]([O:12][CH:13]1[CH2:18][CH2:17][N:16]([C:33]([NH:32][C:26]2[CH:27]=[CH:28][C:29]([O:30][CH3:31])=[C:24]([Cl:23])[CH:25]=2)=[O:34])[CH2:15][CH2:14]1)[C:3]1[CH:19]=[CH:20][CH:21]=[CH:22][C:2]=1[Cl:1]. The catalyst class is: 4. (2) Reactant: [CH:1]([OH:3])=O.C(OC(=O)C)(=O)C.[OH:11][NH:12][CH:13]([CH2:23][S:24]([N:27]1[CH2:32][CH2:31][N:30]([C:33]2[CH:38]=[CH:37][C:36]([C:39]#[C:40][C:41]3[CH:46]=[CH:45][CH:44]=[CH:43][N:42]=3)=[CH:35][N:34]=2)[CH2:29][CH2:28]1)(=[O:26])=[O:25])[CH2:14][CH2:15][CH2:16][C:17]1[N:22]=[CH:21][CH:20]=[CH:19][N:18]=1. Product: [OH:11][N:12]([CH:13]([CH2:23][S:24]([N:27]1[CH2:32][CH2:31][N:30]([C:33]2[CH:38]=[CH:37][C:36]([C:39]#[C:40][C:41]3[CH:46]=[CH:45][CH:44]=[CH:43][N:42]=3)=[CH:35][N:34]=2)[CH2:29][CH2:28]1)(=[O:26])=[O:25])[CH2:14][CH2:15][CH2:16][C:17]1[N:18]=[CH:19][CH:20]=[CH:21][N:22]=1)[CH:1]=[O:3]. The catalyst class is: 1. (3) Reactant: [F:1][C:2]1[CH:7]=[C:6]([C:8]([F:11])([F:10])[F:9])[CH:5]=[CH:4][C:3]=1[C@:12]12[CH2:17][C@H:16]1[CH2:15][NH:14][CH2:13]2.[Cl:18][CH2:19][CH2:20][CH2:21][N:22]1[CH:27]=[C:26]([C:28]2[S:29][CH:30]=[CH:31][CH:32]=2)[C:25](=[O:33])[NH:24][C:23]1=[O:34].O. Product: [ClH:18].[F:1][C:2]1[CH:7]=[C:6]([C:8]([F:11])([F:10])[F:9])[CH:5]=[CH:4][C:3]=1[C@:12]12[CH2:17][C@H:16]1[CH2:15][N:14]([CH2:19][CH2:20][CH2:21][N:22]1[CH:27]=[C:26]([C:28]3[S:29][CH:30]=[CH:31][CH:32]=3)[C:25](=[O:33])[NH:24][C:23]1=[O:34])[CH2:13]2. The catalyst class is: 3. (4) Reactant: [C:1]([O:5][C:6]([NH:8][C:9]1([CH3:23])[CH2:12][N:11]([C:13]([O:15][CH2:16][C:17]2[CH:22]=[CH:21][CH:20]=[CH:19][CH:18]=2)=[O:14])[CH2:10]1)=[O:7])([CH3:4])([CH3:3])[CH3:2].[H-].[Na+].[CH3:26]I. Product: [C:1]([O:5][C:6]([N:8]([CH3:26])[C:9]1([CH3:23])[CH2:10][N:11]([C:13]([O:15][CH2:16][C:17]2[CH:22]=[CH:21][CH:20]=[CH:19][CH:18]=2)=[O:14])[CH2:12]1)=[O:7])([CH3:4])([CH3:2])[CH3:3]. The catalyst class is: 1.